This data is from CYP2C9 inhibition data for predicting drug metabolism from PubChem BioAssay. The task is: Regression/Classification. Given a drug SMILES string, predict its absorption, distribution, metabolism, or excretion properties. Task type varies by dataset: regression for continuous measurements (e.g., permeability, clearance, half-life) or binary classification for categorical outcomes (e.g., BBB penetration, CYP inhibition). Dataset: cyp2c9_veith. (1) The drug is CCN1C(=O)N[C@@H](c2ccccc2)C1=O. The result is 0 (non-inhibitor). (2) The molecule is Cn1c(=O)c(-c2ccccc2)nc2cnc(Nc3ccccc3)nc21. The result is 0 (non-inhibitor). (3) The drug is COC(=O)C1=C(C)NC(=O)NC1c1ccsc1. The result is 0 (non-inhibitor). (4) The molecule is CCCCNC(=O)NS(=O)(=O)c1ccc(C)cc1. The result is 0 (non-inhibitor). (5) The drug is Cc1ccc(C(=O)N2c3ccccc3N(Cc3ccccc3)C(=O)C2(C)C)cc1. The result is 1 (inhibitor). (6) The drug is COC(=O)C1=C(NC(=O)c2ccc(C)cc2)CCS1. The result is 0 (non-inhibitor). (7) The compound is CCN(CC)CCC(=O)Nc1ccc2c(c1)N(C(=O)CN(CC)CC)c1ccccc1CC2.Cl.O. The result is 0 (non-inhibitor).